Dataset: Reaction yield outcomes from USPTO patents with 853,638 reactions. Task: Predict the reaction yield, written as a fraction of the theoretical maximum amount of product (1.0 means a 100% yield; for example, 0.34 means a 34% yield). (1) The reactants are [CH3:1][CH:2]([CH3:15])[CH2:3][CH2:4][NH:5][C:6]([C:8]1[N:9]=[N:10][C:11](Cl)=[CH:12][CH:13]=1)=[O:7].[NH:16]1[CH2:21][CH2:20][NH:19][CH2:18][CH2:17]1. The catalyst is C(#N)C. The product is [CH3:1][CH:2]([CH3:15])[CH2:3][CH2:4][NH:5][C:6]([C:8]1[N:9]=[N:10][C:11]([N:16]2[CH2:21][CH2:20][NH:19][CH2:18][CH2:17]2)=[CH:12][CH:13]=1)=[O:7]. The yield is 0.880. (2) The reactants are [Cl:1][C:2]1[C:3]2[CH:10]=[CH:9][NH:8][C:4]=2[N:5]=[CH:6][N:7]=1.C(O)(=O)C.[B-](F)(F)(F)[F:16].[B-](F)(F)(F)F.C1[N+]2(CCl)CC[N+](F)(CC2)C1. The catalyst is C(#N)C. The product is [Cl:1][C:2]1[C:3]2[C:10]([F:16])=[CH:9][NH:8][C:4]=2[N:5]=[CH:6][N:7]=1. The yield is 0.580.